Dataset: Forward reaction prediction with 1.9M reactions from USPTO patents (1976-2016). Task: Predict the product of the given reaction. The product is: [NH:29]1[C:37]2=[N:36][CH:35]=[CH:34][CH:33]=[C:32]2[C:31]([CH:38]=[C:20]2[O:19][C:18]([NH:17][C:3]3[CH:4]=[CH:5][C:6]([O:8][CH2:9][CH2:10][C:11]4[CH:16]=[CH:15][CH:14]=[CH:13][N:12]=4)=[CH:7][C:2]=3[CH3:1])=[C:22]([C:23]([O:25][CH2:26][CH3:27])=[O:24])[C:21]2=[O:28])=[CH:30]1. Given the reactants [CH3:1][C:2]1[CH:7]=[C:6]([O:8][CH2:9][CH2:10][C:11]2[CH:16]=[CH:15][CH:14]=[CH:13][N:12]=2)[CH:5]=[CH:4][C:3]=1[NH:17][C:18]1[O:19][CH2:20][C:21](=[O:28])[C:22]=1[C:23]([O:25][CH2:26][CH3:27])=[O:24].[NH:29]1[C:37]2[C:32](=[CH:33][CH:34]=[CH:35][N:36]=2)[C:31]([CH:38]=O)=[CH:30]1.N1CCC[C@H]1C(O)=O, predict the reaction product.